Predict the reactants needed to synthesize the given product. From a dataset of Full USPTO retrosynthesis dataset with 1.9M reactions from patents (1976-2016). (1) Given the product [NH2:1][C:2]1[C:3]([Cl:14])=[CH:4][C:5]([CH3:13])=[C:6]2[C:11]=1[CH:10]=[C:9]([OH:12])[CH:8]=[CH:7]2, predict the reactants needed to synthesize it. The reactants are: [NH2:1][C:2]1[CH:3]=[CH:4][C:5]([CH3:13])=[C:6]2[C:11]=1[CH:10]=[C:9]([OH:12])[CH:8]=[CH:7]2.[Cl:14]N1C(=O)CCC1=O. (2) Given the product [Cl:18][C:16]([O:9][C:6]1([C:4]([O:3][CH2:1][CH3:2])=[O:5])[CH2:8][CH2:7]1)=[O:17], predict the reactants needed to synthesize it. The reactants are: [CH2:1]([O:3][C:4]([C:6]1([OH:9])[CH2:8][CH2:7]1)=[O:5])[CH3:2].N1C=CC=CC=1.[C:16](Cl)([Cl:18])=[O:17]. (3) Given the product [F:1][C:2]1[C:3]([N:14]2[N:15]=[CH:16][CH:17]=[N:13]2)=[C:4]([CH:8]=[C:9]([F:11])[CH:10]=1)[C:5]([OH:7])=[O:6], predict the reactants needed to synthesize it. The reactants are: [F:1][C:2]1[C:3](I)=[C:4]([CH:8]=[C:9]([F:11])[CH:10]=1)[C:5]([OH:7])=[O:6].[NH:13]1[CH:17]=[CH:16][N:15]=[N:14]1. (4) Given the product [Cl:1][C:2]1[CH:7]=[CH:6][N:5]=[C:4]2[O:8][C:9]([C:32]3[CH:31]=[CH:30][C:20]([O:21][CH2:22][CH2:23][N:24]4[CH2:25][CH2:26][CH2:27][CH2:28][CH2:29]4)=[C:19]([F:18])[CH:33]=3)=[C:10]([C:11]3[CH:16]=[CH:15][CH:14]=[CH:13][CH:12]=3)[C:3]=12, predict the reactants needed to synthesize it. The reactants are: [Cl:1][C:2]1[CH:7]=[CH:6][N:5]=[C:4]2[O:8][C:9](I)=[C:10]([C:11]3[CH:16]=[CH:15][CH:14]=[CH:13][CH:12]=3)[C:3]=12.[F:18][C:19]1[CH:33]=[C:32](B2OC(C)(C)C(C)(C)O2)[CH:31]=[CH:30][C:20]=1[O:21][CH2:22][CH2:23][N:24]1[CH2:29][CH2:28][CH2:27][CH2:26][CH2:25]1.C(=O)([O-])[O-].[Na+].[Na+].C(#N)C. (5) Given the product [CH3:13][O:14][C:15]1[CH:16]=[C:17]([C:21]([NH:24][C:10](=[O:12])[CH2:9][CH:3]2[CH:4]3[CH2:5][CH2:6][N:1]([CH2:8][CH2:7]3)[CH2:2]2)([CH3:22])[CH3:23])[CH:18]=[CH:19][CH:20]=1, predict the reactants needed to synthesize it. The reactants are: [N:1]12[CH2:8][CH2:7][CH:4]([CH2:5][CH2:6]1)[CH:3]([CH2:9][C:10]([OH:12])=O)[CH2:2]2.[CH3:13][O:14][C:15]1[CH:16]=[C:17]([C:21]([NH2:24])([CH3:23])[CH3:22])[CH:18]=[CH:19][CH:20]=1. (6) Given the product [CH:44]([C:41]1[CH:42]=[CH:43][C:38]([C:13]2[S:12][C:11]([C:9]3[S:10][C:6]([C:38]4[CH:43]=[CH:42][C:41]([CH:44]([CH3:46])[CH3:45])=[CH:40][CH:39]=4)=[CH:7][CH:8]=3)=[CH:15][CH:14]=2)=[CH:39][CH:40]=1)([CH3:46])[CH3:45], predict the reactants needed to synthesize it. The reactants are: C([Sn](CCCC)(CCCC)[C:6]1[S:10][C:9]([C:11]2[S:12][C:13]([Sn](CCCC)(CCCC)CCCC)=[CH:14][CH:15]=2)=[CH:8][CH:7]=1)CCC.Br[C:38]1[CH:43]=[CH:42][C:41]([CH:44]([CH3:46])[CH3:45])=[CH:40][CH:39]=1. (7) Given the product [F:37][C:38]([F:43])([F:42])[C:39]([OH:41])=[O:40].[Cl:1][C:2]1[CH:7]=[CH:6][CH:5]=[CH:4][C:3]=1[N:8]1[C:16]2[C:15](=[O:17])[N:14]([CH3:18])[C:13](=[O:19])[N:12]([CH2:20][C:21]([OH:23])=[O:22])[C:11]=2[N:10]=[C:9]1[N:24]1[CH2:29][CH2:28][NH:27][CH2:26][CH2:25]1, predict the reactants needed to synthesize it. The reactants are: [Cl:1][C:2]1[CH:7]=[CH:6][CH:5]=[CH:4][C:3]=1[N:8]1[C:16]2[C:15](=[O:17])[N:14]([CH3:18])[C:13](=[O:19])[N:12]([CH2:20][C:21]([OH:23])=[O:22])[C:11]=2[N:10]=[C:9]1[N:24]1[CH2:29][CH2:28][N:27](C(OC(C)(C)C)=O)[CH2:26][CH2:25]1.[F:37][C:38]([F:43])([F:42])[C:39]([OH:41])=[O:40]. (8) Given the product [Cl:8][C:6]1[CH:5]=[C:4]([N:9]2[C:13]3=[N:14][CH:15]=[CH:16][CH:17]=[C:12]3[C:11]([C:18]([O:20][CH3:21])=[O:19])=[N:10]2)[CH:3]=[C:2]([C:23]#[C:22][C@:24]2([OH:31])[CH2:28][CH2:27][N:26]([CH3:29])[C:25]2=[O:30])[CH:7]=1, predict the reactants needed to synthesize it. The reactants are: Br[C:2]1[CH:3]=[C:4]([N:9]2[C:13]3=[N:14][CH:15]=[CH:16][CH:17]=[C:12]3[C:11]([C:18]([O:20][CH3:21])=[O:19])=[N:10]2)[CH:5]=[C:6]([Cl:8])[CH:7]=1.[C:22]([C@:24]1([OH:31])[CH2:28][CH2:27][N:26]([CH3:29])[C:25]1=[O:30])#[CH:23]. (9) Given the product [CH2:30]([C:21]1([CH2:34][CH2:35][CH2:36][CH3:37])[C:22]2[C:27](=[CH:26][CH:25]=[CH:24][CH:23]=2)[C:28]([OH:29])=[C:19]([C:14]2[NH:13][C:12]3[CH:39]=[CH:40][C:9]([OH:8])=[CH:10][C:11]=3[S:16](=[O:18])(=[O:17])[N:15]=2)[C:20]1=[O:38])[CH2:31][CH2:32][CH3:33], predict the reactants needed to synthesize it. The reactants are: C([O:8][C:9]1[CH:40]=[CH:39][C:12]2[NH:13][C:14]([C:19]3[C:20](=[O:38])[C:21]([CH2:34][CH2:35][CH2:36][CH3:37])([CH2:30][CH2:31][CH2:32][CH3:33])[C:22]4[C:27]([C:28]=3[OH:29])=[CH:26][CH:25]=[CH:24][CH:23]=4)=[N:15][S:16](=[O:18])(=[O:17])[C:11]=2[CH:10]=1)C1C=CC=CC=1.C(OC1C=CC2NC(C3C(=O)C(CCC)(CCC)C4C(C=3O)=CC=CC=4)=NS(=O)(=O)C=2C=1)C1C=CC=CC=1.